This data is from Antibody paratope prediction from SAbDab with 1,023 antibody chains. The task is: Token-level Classification. Given an antibody amino acid sequence, predict which amino acid positions are active in antigen binding. Output is a list of indices for active paratope positions. (1) Given the antibody sequence: EVQLVESGGGLVQPGGSLKLSCAASGFTFSSFAMSWGRQTPDKRLELVATINSNGASTYYPDTVKGRFTISRDNAKNTLFLQMSSLKSEDTAMYYCTRDPAGRAWFAYWGQGTLVTVS, which amino acid positions are active in antigen binding (paratope)? The paratope positions are: [52, 83, 84, 85, 104, 105]. (2) Given the antibody sequence: QVQLQQSGPQLVRPGASVKISCKTSGYSFTSFWMHWVKQWPGQGLEWIGMIDPSENKIRLNQNFKDRATLTVDTSSATAYIQFSRPTSEDSGVYYCAMVRRGYWGQGTTLTVSA, which amino acid positions are active in antigen binding (paratope)? The paratope positions are: [52, 83, 84, 85]. (3) Given the antibody sequence: QVQLVQSGGGVVKPGASSRLSCAASGFTFTDYYMSWIRQAPGKGLEWVAYITKDGSEKKYADSLQHRFAVSRDNANNLVFLQLNTVEDDDTGVYYCARDDGYYDRSGYYGVFDLWGQGIRVTVSS, which amino acid positions are active in antigen binding (paratope)? The paratope positions are: [52, 83, 84, 85, 104, 105, 106, 107, 108, 109, 110, 111]. (4) Given the antibody sequence: EVKLVESGGGLVQPGGSLKLSCATSGFTFSDYYMYWVRQNSEKRLEWVAFISNGGGSAFYADIVKGRFTISRDNAKNTLYLQMSRLKSEDTAMYYCTRHTLYDTLYGNYPVWFADWGQGTLVTVS, which amino acid positions are active in antigen binding (paratope)? The paratope positions are: [52, 83, 84, 85, 104, 105, 106, 107, 108, 109, 110, 111, 112]. (5) Given the antibody sequence: DIVMTQTPLSLSVTPGQPASISCRSSQSIVHSNGNTYLEWYLQKPGQSPQLLIYKVSNRFSGVPDRFSGSGSGTDFTLKISRVEAEDVGVYYCFQGSHVPPTFGGGTKVEIK, which amino acid positions are active in antigen binding (paratope)? The paratope positions are: [30, 31, 32, 33, 34]. (6) The paratope positions are: [31, 53, 61, 85, 86, 87, 106, 107, 108, 109, 110, 111]. Given the antibody sequence: QVQLVQSGSGVKKPGASVRVSCWTSEDIFERTELIHWVRQAPGQGLEWIGWVKTVTGAVNFGSPDFRQRVSLTRDRDLFTAHMDIRGLTQGDTATYFCARQKFYTGGQGWYFDLWGRGTLIVVSS, which amino acid positions are active in antigen binding (paratope)? (7) Given the antibody sequence: QVQLVQSGAEVKKPGSSVKVSCKASGGTFRTYAMHWVRQAPGQGLEWMGGIVPYHGITDYAQKFQGRVTITADESTSTAYMELSSLRSEDTAVYYCARDDYSTYAFAYWGQGTLVTVSS, which amino acid positions are active in antigen binding (paratope)? The paratope positions are: [52, 83, 84, 85, 104, 105]. (8) Given the antibody sequence: DIVLTQSPASLTVSLGQRATISCRASKSVDSYGNSFMEWYQQKPGQPPKLLIYRASNLESGIPARFSGSGSRTDFTLTINPVEADDVATYYCQQSNEDPYTFGGGTKLEIK, which amino acid positions are active in antigen binding (paratope)? The paratope positions are: [30, 31, 32, 33].